This data is from Full USPTO retrosynthesis dataset with 1.9M reactions from patents (1976-2016). The task is: Predict the reactants needed to synthesize the given product. (1) Given the product [NH2:3][C:4]1[C:9]([C:10]([F:12])([F:11])[F:13])=[CH:8][C:7]([CH2:14][C@@H:15]([O:35][C:36]([N:38]2[CH2:39][CH2:40][CH:41]([N:44]3[CH2:50][CH2:49][C:48]4[CH:51]=[CH:52][CH:53]=[CH:54][C:47]=4[NH:46][C:45]3=[O:55])[CH2:42][CH2:43]2)=[O:37])[C:16]([N:18]2[CH2:19][CH2:20][CH:21]([N:24]3[CH2:29][CH2:28][CH:27]([C:30]([OH:32])=[O:31])[CH2:26][CH2:25]3)[CH2:22][CH2:23]2)=[O:17])=[CH:6][C:5]=1[Cl:56], predict the reactants needed to synthesize it. The reactants are: [Li+].[OH-].[NH2:3][C:4]1[C:9]([C:10]([F:13])([F:12])[F:11])=[CH:8][C:7]([CH2:14][C@@H:15]([O:35][C:36]([N:38]2[CH2:43][CH2:42][CH:41]([N:44]3[CH2:50][CH2:49][C:48]4[CH:51]=[CH:52][CH:53]=[CH:54][C:47]=4[NH:46][C:45]3=[O:55])[CH2:40][CH2:39]2)=[O:37])[C:16]([N:18]2[CH2:23][CH2:22][CH:21]([N:24]3[CH2:29][CH2:28][CH:27]([C:30]([O:32]CC)=[O:31])[CH2:26][CH2:25]3)[CH2:20][CH2:19]2)=[O:17])=[CH:6][C:5]=1[Cl:56].Cl. (2) Given the product [CH2:7]([O:14][C:15]1[CH:22]=[CH:21][CH:20]=[C:17]([CH:18]=[C:2]2[CH2:24][CH2:5][CH2:4][CH2:3]2)[CH:16]=1)[C:8]1[CH:13]=[CH:12][CH:11]=[CH:10][CH:9]=1, predict the reactants needed to synthesize it. The reactants are: [Br-].[CH2:2]([Li])[CH2:3][CH2:4][CH3:5].[CH2:7]([O:14][C:15]1[CH:16]=[C:17]([CH:20]=[CH:21][CH:22]=1)[CH:18]=O)[C:8]1[CH:13]=[CH:12][CH:11]=[CH:10][CH:9]=1.Cl.[CH2:24](OCC)C. (3) Given the product [CH:1]([O:5][C:6]([N:8]1[CH2:12][C@@H:11]([N:13]([CH2:26][C:27]2[CH:32]=[C:31]([C:33]([F:34])([F:35])[F:36])[CH:30]=[C:29]([C:37]([F:38])([F:39])[F:40])[CH:28]=2)[C:14]2[N:15]=[CH:16][C:17]([C:20]3[CH:21]=[N:22][N:23]([CH3:25])[CH:24]=3)=[CH:18][N:19]=2)[CH2:10][C@H:9]1[CH2:41][CH3:42])=[O:7])([CH3:3])[CH3:2], predict the reactants needed to synthesize it. The reactants are: [C:1]([O:5][C:6]([N:8]1[CH2:12][C@@H:11]([N:13]([CH2:26][C:27]2[CH:32]=[C:31]([C:33]([F:36])([F:35])[F:34])[CH:30]=[C:29]([C:37]([F:40])([F:39])[F:38])[CH:28]=2)[C:14]2[N:19]=[CH:18][C:17]([C:20]3[CH:21]=[N:22][N:23]([CH3:25])[CH:24]=3)=[CH:16][N:15]=2)[CH2:10][C@H:9]1[CH2:41][CH3:42])=[O:7])(C)([CH3:3])[CH3:2].FC(F)(F)C(O)=O.C(N(CC)C(C)C)(C)C.ClC(OC(C)C)=O. (4) Given the product [CH2:21]([NH:1][C:2]1[CH:7]=[CH:6][CH:5]=[C:4]([CH3:8])[CH:3]=1)[CH2:20][CH2:19][CH2:18][CH2:17][CH2:16][CH2:15][CH2:14][CH2:13][CH2:12][CH2:11][CH3:10], predict the reactants needed to synthesize it. The reactants are: [NH2:1][C:2]1[CH:7]=[CH:6][CH:5]=[C:4]([CH3:8])[CH:3]=1.Br[CH2:10][CH2:11][CH2:12][CH2:13][CH2:14][CH2:15][CH2:16][CH2:17][CH2:18][CH2:19][CH2:20][CH3:21]. (5) Given the product [C:25]([CH2:24][N:1]1[C:9]2[C:4](=[CH:5][CH:6]=[CH:7][CH:8]=2)[C:3]([CH2:10][CH:11]([O:17][CH2:18][CH2:20][CH3:34])[C:12]([O:14][CH2:15][CH3:16])=[O:13])=[CH:2]1)([OH:27])=[O:26], predict the reactants needed to synthesize it. The reactants are: [NH:1]1[C:9]2[C:4](=[CH:5][CH:6]=[CH:7][CH:8]=2)[C:3]([CH2:10][CH:11]([O:17][CH:18]([CH3:20])C)[C:12]([O:14][CH2:15][CH3:16])=[O:13])=[CH:2]1.[H-].[Na+].Br[CH2:24][C:25]([O:27]C(C)(C)C)=[O:26].[Cl-].[NH4+].[CH3:34]N(C)C=O. (6) Given the product [CH2:1]([CH:8]1[CH2:9][CH2:10][N:11]([CH2:14][CH2:15][NH:16][C:17]([NH:19][C:20]2[CH:25]=[CH:24][N:23]=[C:22]([CH3:26])[CH:21]=2)=[O:18])[CH2:12][CH2:13]1)[C:2]1[CH:7]=[CH:6][CH:5]=[CH:4][CH:3]=1, predict the reactants needed to synthesize it. The reactants are: [CH2:1]([CH:8]1[CH2:13][CH2:12][N:11]([C:14](=O)[CH2:15][NH:16][C:17]([NH:19][C:20]2[CH:25]=[CH:24][N:23]=[C:22]([CH3:26])[CH:21]=2)=[O:18])[CH2:10][CH2:9]1)[C:2]1[CH:7]=[CH:6][CH:5]=[CH:4][CH:3]=1.[H-].[H-].[H-].[H-].[Li+].[Al+3].CCOC(C)=O.C([O-])(O)=O.[Na+]. (7) Given the product [C:10]1([C:7]2[C:2]([NH2:1])=[N:3][CH:4]=[C:5]([C:25]3[CH:30]=[CH:29][CH:28]=[CH:27][CH:26]=3)[CH:6]=2)[CH:15]=[CH:14][CH:13]=[CH:12][CH:11]=1, predict the reactants needed to synthesize it. The reactants are: [NH2:1][C:2]1[C:7](Br)=[CH:6][C:5](Br)=[CH:4][N:3]=1.[C:10]1(B(O)O)[CH:15]=[CH:14][CH:13]=[CH:12][CH:11]=1.C(=O)([O-])[O-].[Na+].[Na+].[C:25]1(C)[CH:30]=[CH:29][CH:28]=[CH:27][CH:26]=1. (8) The reactants are: [CH2:1]([C:5]1[N:6]=[C:7]([SH:27])[NH:8][C:9](=[O:26])[C:10]=1[CH2:11][C:12]1[CH:17]=[CH:16][C:15]([C:18]2[C:19]([C:24]#[N:25])=[CH:20][CH:21]=[CH:22][CH:23]=2)=[CH:14][CH:13]=1)[CH2:2][CH2:3][CH3:4].I[CH3:29].[OH-].[K+]. Given the product [CH2:1]([C:5]1[N:6]=[C:7]([S:27][CH3:29])[NH:8][C:9](=[O:26])[C:10]=1[CH2:11][C:12]1[CH:17]=[CH:16][C:15]([C:18]2[C:19]([C:24]#[N:25])=[CH:20][CH:21]=[CH:22][CH:23]=2)=[CH:14][CH:13]=1)[CH2:2][CH2:3][CH3:4], predict the reactants needed to synthesize it. (9) Given the product [Cl:18][C:8]1[CH:9]=[C:10]([C:14]([F:15])([F:16])[F:17])[CH:11]=[C:12]([Cl:13])[C:7]=1[N:6]1[C:2]([NH:1][CH2:25][C:26]([NH2:28])=[O:27])=[C:3]([S:21]([CH3:23])=[O:22])[C:4]([C:19]#[N:20])=[N:5]1, predict the reactants needed to synthesize it. The reactants are: [NH2:1][C:2]1[N:6]([C:7]2[C:12]([Cl:13])=[CH:11][C:10]([C:14]([F:17])([F:16])[F:15])=[CH:9][C:8]=2[Cl:18])[N:5]=[C:4]([C:19]#[N:20])[C:3]=1[S:21]([CH3:23])=[O:22].Br[CH2:25][C:26]([NH2:28])=[O:27].[OH-].[Na+]. (10) Given the product [CH3:39][O:5][C:3]1[CH:2]=[CH:36][C:13]([CH2:14][N:15]2[CH:19]=[C:18]([C:20]3[CH:21]=[C:22]4[N:27]([C:28]5[CH:29]=[C:30]([NH:31][C:55](=[O:57])[C:54]6[CH:58]=[C:59]([S:61]([F:65])([F:63])([F:64])([F:66])[F:62])[CH:60]=[C:52]([N:49]7[CH2:50][CH2:51][N:46]([CH3:45])[CH2:47][CH2:48]7)[CH:53]=6)[CH:32]=[CH:33][C:34]=5[CH3:35])[CH:26]=[CH:25][N:23]4[N:24]=3)[CH:17]=[N:16]2)=[CH:12][CH:11]=1, predict the reactants needed to synthesize it. The reactants are: F[C:2](F)(F)[C:3]([OH:5])=O.COC1C=[CH:36][C:13]([CH2:14][N:15]2[CH:19]=[C:18]([C:20]3[CH:21]=[C:22]4[N:27]([C:28]5[CH:29]=[C:30]([CH:32]=[CH:33][C:34]=5[CH3:35])[NH2:31])[CH:26]=[CH:25][N:23]4[N:24]=3)[CH:17]=[N:16]2)=[CH:12][CH:11]=1.F[C:39](F)(F)C(O)=O.[CH3:45][N:46]1[CH2:51][CH2:50][N:49]([C:52]2[CH:53]=[C:54]([CH:58]=[C:59]([S:61]([F:66])([F:65])([F:64])([F:63])[F:62])[CH:60]=2)[C:55]([OH:57])=O)[CH2:48][CH2:47]1.CN(C(ON1N=NC2C=CC=NC1=2)=[N+](C)C)C.F[P-](F)(F)(F)(F)F.C(N(CC)C(C)C)(C)C.[OH-].[Na+].